Task: Predict the reactants needed to synthesize the given product.. Dataset: Full USPTO retrosynthesis dataset with 1.9M reactions from patents (1976-2016) (1) Given the product [CH3:23][O:22][C:20]([C:18]1[N:17]([CH:2]2[C:11]3[C:6](=[CH:7][CH:8]=[CH:9][CH:10]=3)[C:5](=[O:12])[CH2:4][C:3]2([CH3:14])[CH3:13])[CH:16]=[N:15][CH:19]=1)=[O:21], predict the reactants needed to synthesize it. The reactants are: O[CH:2]1[C:11]2[C:6](=[CH:7][CH:8]=[CH:9][CH:10]=2)[C:5](=[O:12])[CH2:4][C:3]1([CH3:14])[CH3:13].[NH:15]1[CH:19]=[C:18]([C:20]([O:22][CH3:23])=[O:21])[N:17]=[CH:16]1.C1(P(C2C=CC=CC=2)C2C=CC=CC=2)C=CC=CC=1.N(C(OC)=O)=NC(OC)=O. (2) Given the product [CH2:1]([N:8]1[CH2:14][CH2:13][CH2:12][N:11]([C:28]([CH:25]2[CH2:26][CH2:27][N:22]([C:20]([O:19][C:15]([CH3:18])([CH3:17])[CH3:16])=[O:21])[CH2:23][CH2:24]2)=[O:29])[CH2:10][CH2:9]1)[C:2]1[CH:3]=[CH:4][CH:5]=[CH:6][CH:7]=1, predict the reactants needed to synthesize it. The reactants are: [CH2:1]([N:8]1[CH2:14][CH2:13][CH2:12][NH:11][CH2:10][CH2:9]1)[C:2]1[CH:7]=[CH:6][CH:5]=[CH:4][CH:3]=1.[C:15]([O:19][C:20]([N:22]1[CH2:27][CH2:26][CH:25]([C:28](O)=[O:29])[CH2:24][CH2:23]1)=[O:21])([CH3:18])([CH3:17])[CH3:16].C1C=CC2N(O)N=NC=2C=1.C(Cl)CCl. (3) Given the product [C:28]1([C:19]2[CH:20]=[CH:21][CH:22]=[CH:23][CH:24]=2)[CH:29]=[CH:30][C:31]([C:6]([N:8]2[CH2:12][C:11](=[N:13][O:14][CH3:15])[CH2:10][C@H:9]2[C:16]([NH:34][C@@H:35]([CH2:44][OH:45])[C@@H:36]([OH:37])[C:38]2[CH:43]=[CH:42][CH:41]=[CH:40][CH:39]=2)=[O:18])=[O:7])=[CH:32][CH:33]=1, predict the reactants needed to synthesize it. The reactants are: C(O[C:6]([N:8]1[CH2:12][C:11](=[N:13][O:14][CH3:15])[CH2:10][C@H:9]1[C:16]([OH:18])=O)=[O:7])(C)(C)C.[C:19]1([C:28]2[CH:33]=[CH:32][CH:31]=[CH:30][CH:29]=2)[CH:24]=[CH:23][C:22](C(Cl)=O)=[CH:21][CH:20]=1.[NH2:34][C@@H:35]([CH2:44][OH:45])[C@H:36]([C:38]1[CH:43]=[CH:42][CH:41]=[CH:40][CH:39]=1)[OH:37]. (4) Given the product [OH:25][NH:24][C:22]([C:16]1[CH:15]=[C:14]2[C:19]([CH2:20][CH2:21][N:12]([C:10]([NH:9][CH2:8][CH2:7][C:1]3[CH:2]=[CH:3][CH:4]=[CH:5][CH:6]=3)=[O:11])[CH2:13]2)=[CH:18][CH:17]=1)=[O:23], predict the reactants needed to synthesize it. The reactants are: [C:1]1([CH2:7][CH2:8][NH:9][C:10]([N:12]2[CH2:21][CH2:20][C:19]3[C:14](=[CH:15][C:16]([C:22]([NH:24][O:25]C4CCCCO4)=[O:23])=[CH:17][CH:18]=3)[CH2:13]2)=[O:11])[CH:6]=[CH:5][CH:4]=[CH:3][CH:2]=1. (5) Given the product [C:1]([O:5][C:6]([N:8]1[CH2:9][CH2:10][CH:11]([C:14]([C:15]2[CH:20]=[CH:19][C:18]([O:21][CH2:33][C:34]([O:36][CH3:37])=[O:35])=[C:17]([N+:22]([O-:24])=[O:23])[CH:16]=2)=[O:25])[CH2:12][CH2:13]1)=[O:7])([CH3:4])([CH3:2])[CH3:3], predict the reactants needed to synthesize it. The reactants are: [C:1]([O:5][C:6]([N:8]1[CH2:13][CH2:12][CH:11]([C:14](=[O:25])[C:15]2[CH:20]=[CH:19][C:18]([OH:21])=[C:17]([N+:22]([O-:24])=[O:23])[CH:16]=2)[CH2:10][CH2:9]1)=[O:7])([CH3:4])([CH3:3])[CH3:2].C(=O)([O-])[O-].[K+].[K+].Br[CH2:33][C:34]([O:36][CH3:37])=[O:35]. (6) Given the product [N:26]([CH2:2][CH2:3][CH2:4][S:5]([O:8][CH2:9][C:10]([CH3:25])([CH3:24])[C@@H:11]([O:16][CH2:17][C:18]1[CH:23]=[CH:22][CH:21]=[CH:20][CH:19]=1)[C:12]([O:14][CH3:15])=[O:13])(=[O:7])=[O:6])=[N+:27]=[N-:28], predict the reactants needed to synthesize it. The reactants are: Cl[CH2:2][CH2:3][CH2:4][S:5]([O:8][CH2:9][C:10]([CH3:25])([CH3:24])[C@@H:11]([O:16][CH2:17][C:18]1[CH:23]=[CH:22][CH:21]=[CH:20][CH:19]=1)[C:12]([O:14][CH3:15])=[O:13])(=[O:7])=[O:6].[N-:26]=[N+:27]=[N-:28].[Na+]. (7) Given the product [Br:1][C:2]1[CH:15]=[C:14]2[C:5](=[CH:4][C:3]=1[O:16][CH3:17])[CH:6]=[N:7][CH:8]=[CH:9]2, predict the reactants needed to synthesize it. The reactants are: [Br:1][C:2]1[CH:15]=[CH:14][C:5](/[CH:6]=[N:7]/[CH2:8][CH:9](OC)OC)=[CH:4][C:3]=1[O:16][CH3:17].ClC(OCC)=O.P(OCC)(OCC)OCC.[OH-].[NH4+].